Dataset: Catalyst prediction with 721,799 reactions and 888 catalyst types from USPTO. Task: Predict which catalyst facilitates the given reaction. (1) Reactant: C(O)(C)(C)C.[C:6]([C:8]([NH:13][C:14](=[O:20])[O:15][C:16]([CH3:19])([CH3:18])[CH3:17])([CH2:10][CH2:11][CH3:12])[CH3:9])#[N:7]. Product: [NH2:7][CH2:6][C:8]([NH:13][C:14](=[O:20])[O:15][C:16]([CH3:19])([CH3:18])[CH3:17])([CH3:9])[CH2:10][CH2:11][CH3:12]. The catalyst class is: 834. (2) Reactant: [CH3:1][O:2][C:3]1[CH:4]=[C:5]([CH:28]=[C:29]([O:33][CH3:34])[C:30]=1[O:31][CH3:32])[C:6]([N:8]1[CH2:12][CH2:11][C:10]([C:20]2[CH:25]=[CH:24][C:23]([F:26])=[C:22]([F:27])[CH:21]=2)([CH2:13][CH2:14]OS(C)(=O)=O)[CH2:9]1)=[O:7].I.[CH2:36]([O:38][CH2:39][CH2:40][N:41]1[C:45]2[CH:46]=[CH:47][CH:48]=[CH:49][C:44]=2[N:43]=[C:42]1[N:50]1[CH2:56][CH2:55][CH2:54][NH:53][CH2:52][CH2:51]1)[CH3:37].C(N(CC)C(C)C)(C)C.C(N(CC)CC)C. Product: [CH3:34][O:33][C:29]1[CH:28]=[C:5]([CH:4]=[C:3]([O:2][CH3:1])[C:30]=1[O:31][CH3:32])[C:6]([N:8]1[CH2:12][CH2:11][C:10]([CH2:13][CH2:14][N:53]2[CH2:54][CH2:55][CH2:56][N:50]([C:42]3[N:41]([CH2:40][CH2:39][O:38][CH2:36][CH3:37])[C:45]4[CH:46]=[CH:47][CH:48]=[CH:49][C:44]=4[N:43]=3)[CH2:51][CH2:52]2)([C:20]2[CH:25]=[CH:24][C:23]([F:26])=[C:22]([F:27])[CH:21]=2)[CH2:9]1)=[O:7]. The catalyst class is: 10.